The task is: Predict the product of the given reaction.. This data is from Forward reaction prediction with 1.9M reactions from USPTO patents (1976-2016). (1) Given the reactants [CH:1]1([C:7]2[C:8]3[CH:9]=[CH:10][C:11]([C:29]([NH:31][S:32]([CH2:35][C:36]([O:38]C)=[O:37])(=[O:34])=[O:33])=[O:30])=[CH:12][C:13]=3[N:14]3[CH2:21][CH2:20][N:19]([CH3:22])[CH2:18][C:17]4[CH:23]=[C:24]([O:27][CH3:28])[CH:25]=[CH:26][C:16]=4[C:15]=23)[CH2:6][CH2:5][CH2:4][CH2:3][CH2:2]1.O.[OH-].[Na+].Cl, predict the reaction product. The product is: [CH:1]1([C:7]2[C:8]3[CH:9]=[CH:10][C:11]([C:29]([NH:31][S:32]([CH2:35][C:36]([OH:38])=[O:37])(=[O:34])=[O:33])=[O:30])=[CH:12][C:13]=3[N:14]3[CH2:21][CH2:20][N:19]([CH3:22])[CH2:18][C:17]4[CH:23]=[C:24]([O:27][CH3:28])[CH:25]=[CH:26][C:16]=4[C:15]=23)[CH2:6][CH2:5][CH2:4][CH2:3][CH2:2]1. (2) Given the reactants C[O-].[Na+].C([O:7][C@@H:8]1[C@@H:34]([O:35]C(=O)C)[C@H:33]([O:39]C(=O)C)[C@@H:32]([CH2:43][O:44]C(=O)C)[O:31][C@H:9]1[O:10][C:11]1[CH:16]=[C:15]([CH2:17][O:18]C(=O)C)[CH:14]=[CH:13][C:12]=1[CH2:22][C:23]1[CH:28]=[CH:27][C:26]([CH2:29][CH3:30])=[CH:25][CH:24]=1)(=O)C, predict the reaction product. The product is: [O:10]([C:11]1[CH:16]=[C:15]([CH2:17][OH:18])[CH:14]=[CH:13][C:12]=1[CH2:22][C:23]1[CH:24]=[CH:25][C:26]([CH2:29][CH3:30])=[CH:27][CH:28]=1)[C@@H:9]1[O:31][C@H:32]([CH2:43][OH:44])[C@@H:33]([OH:39])[C@H:34]([OH:35])[C@H:8]1[OH:7]. (3) Given the reactants O(C)[Na].Cl.[NH2:5][OH:6].[NH2:7][C:8]1[CH:13]=[C:12]([Cl:14])[C:11]([C:15]([CH3:19])([CH3:18])[C:16]#[N:17])=[C:10]([Cl:20])[CH:9]=1, predict the reaction product. The product is: [NH2:7][C:8]1[CH:9]=[C:10]([Cl:20])[C:11]([C:15]([CH3:18])([CH3:19])[C:16](=[N:5][OH:6])[NH2:17])=[C:12]([Cl:14])[CH:13]=1. (4) Given the reactants ClC(Cl)(O[C:5](=[O:11])OC(Cl)(Cl)Cl)Cl.[NH2:13][C:14]1[CH:15]=[C:16]([N:20]2[CH:24]=[C:23]([CH2:25][NH:26][C:27](=[O:33])[O:28][C:29]([CH3:32])([CH3:31])[CH3:30])[N:22]=[N:21]2)[CH:17]=[CH:18][CH:19]=1.[F:34][C:35]([F:55])([F:54])[C:36]1[CH:37]=[C:38]([C:42]2[CH:43]=[CH:44][C:45]3[N:51]4[CH2:52][C@H:48]([CH2:49][CH2:50]4)[NH:47][C:46]=3[N:53]=2)[CH:39]=[CH:40][CH:41]=1.C(=O)(O)[O-].[Na+], predict the reaction product. The product is: [F:54][C:35]([F:34])([F:55])[C:36]1[CH:37]=[C:38]([C:42]2[CH:43]=[CH:44][C:45]3[N:51]4[CH2:52][C@H:48]([CH2:49][CH2:50]4)[N:47]([C:5]([NH:13][C:14]4[CH:15]=[C:16]([N:20]5[CH:24]=[C:23]([CH2:25][NH:26][C:27](=[O:33])[O:28][C:29]([CH3:30])([CH3:32])[CH3:31])[N:22]=[N:21]5)[CH:17]=[CH:18][CH:19]=4)=[O:11])[C:46]=3[N:53]=2)[CH:39]=[CH:40][CH:41]=1. (5) Given the reactants [H-].[Na+].CC1[N:8]=[C:7]([NH:9][C:10]2[CH:15]=[CH:14][CH:13]=[CH:12][N:11]=2)SN=1.[CH2:16]([O:18][C:19](=[O:28])[CH2:20][CH2:21][CH2:22][CH2:23][CH2:24][CH2:25][CH2:26]I)[CH3:17].O, predict the reaction product. The product is: [CH3:7][N:9]1[CH:10]=[CH:15][C:7]([N:9]([C:10]2[CH:15]=[CH:14][CH:13]=[CH:12][N:11]=2)[CH2:26][CH2:25][CH2:24][CH2:23][CH2:22][CH2:21][CH2:20][C:19]([O:18][CH2:16][CH3:17])=[O:28])=[N:8]1. (6) Given the reactants [CH3:1][C:2]([CH3:21])([CH3:20])[C:3]([C:5]1[O:6][C:7]2[CH:17]=[CH:16][C:15]([O:18][CH3:19])=[CH:14][C:8]=2[C:9]=1[CH2:10][C:11]([OH:13])=[O:12])=O.CCN(C(C)C)C(C)C.C1C=CC2N(O)N=NC=2C=1.C(Cl)CCl, predict the reaction product. The product is: [C:2]([C:3]1[O:12][C:11](=[O:13])[CH:10]=[C:9]2[C:8]3[CH:14]=[C:15]([O:18][CH3:19])[CH:16]=[CH:17][C:7]=3[O:6][C:5]=12)([CH3:21])([CH3:20])[CH3:1]. (7) Given the reactants [CH:1]1([N:4]([CH:19]2[CH2:24][CH2:23][NH:22][CH2:21][CH2:20]2)[C:5]([C:7]2[CH:8]=[N:9][C:10]([N:13]3[CH:17]=[CH:16][N:15]=[C:14]3[CH3:18])=[N:11][CH:12]=2)=[O:6])[CH2:3][CH2:2]1.[N+](C1C=CC([O:34][C:35](=O)[O:36][C:37]2([CH3:40])[CH2:39][CH2:38]2)=CC=1)([O-])=O.C(N(C(C)C)C(C)C)C.CN(C)C=O, predict the reaction product. The product is: [CH3:40][C:37]1([O:36][C:35]([N:22]2[CH2:23][CH2:24][CH:19]([N:4]([CH:1]3[CH2:3][CH2:2]3)[C:5]([C:7]3[CH:12]=[N:11][C:10]([N:13]4[CH:17]=[CH:16][N:15]=[C:14]4[CH3:18])=[N:9][CH:8]=3)=[O:6])[CH2:20][CH2:21]2)=[O:34])[CH2:39][CH2:38]1. (8) The product is: [Br:22][C:23]1[C:28]([O:29][CH2:30][C:31]2[CH:32]=[CH:33][C:34]([O:37][CH3:38])=[CH:35][CH:36]=2)=[CH:27][CH:26]=[CH:25][C:24]=1[CH2:39][O:40][CH:4]1[CH2:3][CH2:2][CH2:1][CH2:6][O:5]1. Given the reactants [CH2:1]1[CH2:6][O:5][CH:4]=[CH:3][CH2:2]1.CC1(C)C2(CS(O)(=O)=O)C(CC1CC2)=O.[Br:22][C:23]1[C:28]([O:29][CH2:30][C:31]2[CH:36]=[CH:35][C:34]([O:37][CH3:38])=[CH:33][CH:32]=2)=[CH:27][CH:26]=[CH:25][C:24]=1[CH2:39][OH:40].C([O-])(O)=O.[Na+], predict the reaction product. (9) Given the reactants [NH2:1][C:2]1[CH:11]=[C:10]([C:12]#[N:13])[CH:9]=[CH:8][C:3]=1[C:4]([O:6][CH3:7])=[O:5].[Cl:14][C:15]1[S:19][C:18]([C:20](Cl)=[O:21])=[CH:17][CH:16]=1, predict the reaction product. The product is: [Cl:14][C:15]1[S:19][C:18]([C:20]([NH:1][C:2]2[CH:11]=[C:10]([C:12]#[N:13])[CH:9]=[CH:8][C:3]=2[C:4]([O:6][CH3:7])=[O:5])=[O:21])=[CH:17][CH:16]=1. (10) Given the reactants [Cl:1][C:2]1[CH:7]=[C:6]([Cl:8])[CH:5]=[CH:4][C:3]=1[C:9]1[N:10]=[C:11]([CH2:45][CH3:46])[C:12]([NH:17][C@H:18]2[C@@H:22]([O:23]C(=O)C3C=CC([N+]([O-])=O)=CC=3)[CH2:21][N:20]([C:35]([O:37][CH2:38][C:39]3[CH:44]=[CH:43][CH:42]=[CH:41][CH:40]=3)=[O:36])[CH2:19]2)=[N:13][C:14]=1[CH2:15][CH3:16].[Li+].[OH-].C(=O)(O)[O-].[Na+], predict the reaction product. The product is: [Cl:1][C:2]1[CH:7]=[C:6]([Cl:8])[CH:5]=[CH:4][C:3]=1[C:9]1[N:10]=[C:11]([CH2:45][CH3:46])[C:12]([NH:17][C@H:18]2[C@@H:22]([OH:23])[CH2:21][N:20]([C:35]([O:37][CH2:38][C:39]3[CH:40]=[CH:41][CH:42]=[CH:43][CH:44]=3)=[O:36])[CH2:19]2)=[N:13][C:14]=1[CH2:15][CH3:16].